This data is from Reaction yield outcomes from USPTO patents with 853,638 reactions. The task is: Predict the reaction yield, written as a fraction of the theoretical maximum amount of product (1.0 means a 100% yield; for example, 0.34 means a 34% yield). The reactants are [Cl:1][C:2]1[C:7]([N:8]([CH2:15][C:16]2[CH:21]=[CH:20][C:19]([O:22][CH3:23])=[CH:18][CH:17]=2)[S:9]([CH2:12][CH2:13][CH3:14])(=[O:11])=[O:10])=[CH:6][CH:5]=[C:4]([F:24])[C:3]=1[NH:25][C:26](=[O:36])[C:27]1[CH:32]=[CH:31][N:30]=[C:29]([C:33]#[N:34])[C:28]=1F.C(O)(=O)C.[CH:41](N)=[NH:42].C[N:45](C)C(=O)C. The catalyst is O.CCOC(C)=O. The product is [NH2:45][C:33]1[C:29]2[N:30]=[CH:31][CH:32]=[C:27]([C:26]([NH:25][C:3]3[C:4]([F:24])=[CH:5][CH:6]=[C:7]([N:8]([CH2:15][C:16]4[CH:17]=[CH:18][C:19]([O:22][CH3:23])=[CH:20][CH:21]=4)[S:9]([CH2:12][CH2:13][CH3:14])(=[O:10])=[O:11])[C:2]=3[Cl:1])=[O:36])[C:28]=2[N:42]=[CH:41][N:34]=1. The yield is 0.400.